From a dataset of NCI-60 drug combinations with 297,098 pairs across 59 cell lines. Regression. Given two drug SMILES strings and cell line genomic features, predict the synergy score measuring deviation from expected non-interaction effect. (1) Drug 1: C1=C(C(=O)NC(=O)N1)N(CCCl)CCCl. Drug 2: C1=NC2=C(N=C(N=C2N1C3C(C(C(O3)CO)O)O)F)N. Cell line: SF-539. Synergy scores: CSS=31.1, Synergy_ZIP=-3.89, Synergy_Bliss=-1.91, Synergy_Loewe=-6.00, Synergy_HSA=-1.94. (2) Drug 1: CCCCC(=O)OCC(=O)C1(CC(C2=C(C1)C(=C3C(=C2O)C(=O)C4=C(C3=O)C=CC=C4OC)O)OC5CC(C(C(O5)C)O)NC(=O)C(F)(F)F)O. Drug 2: C1=CC=C(C=C1)NC(=O)CCCCCCC(=O)NO. Cell line: MCF7. Synergy scores: CSS=47.7, Synergy_ZIP=2.13, Synergy_Bliss=6.59, Synergy_Loewe=9.80, Synergy_HSA=11.2. (3) Drug 1: C1=CC=C(C(=C1)C(C2=CC=C(C=C2)Cl)C(Cl)Cl)Cl. Drug 2: CCCCCOC(=O)NC1=NC(=O)N(C=C1F)C2C(C(C(O2)C)O)O. Cell line: HCT-15. Synergy scores: CSS=-5.46, Synergy_ZIP=2.21, Synergy_Bliss=1.21, Synergy_Loewe=-1.94, Synergy_HSA=-1.90. (4) Synergy scores: CSS=-6.39, Synergy_ZIP=0.407, Synergy_Bliss=-4.08, Synergy_Loewe=-6.36, Synergy_HSA=-6.13. Drug 1: C1CCC(C1)C(CC#N)N2C=C(C=N2)C3=C4C=CNC4=NC=N3. Drug 2: CN(C)C1=NC(=NC(=N1)N(C)C)N(C)C. Cell line: NCI/ADR-RES. (5) Drug 1: CC1=C(C=C(C=C1)NC2=NC=CC(=N2)N(C)C3=CC4=NN(C(=C4C=C3)C)C)S(=O)(=O)N.Cl. Drug 2: CN1C2=C(C=C(C=C2)N(CCCl)CCCl)N=C1CCCC(=O)O.Cl. Cell line: A498. Synergy scores: CSS=0.0935, Synergy_ZIP=2.11, Synergy_Bliss=5.09, Synergy_Loewe=1.41, Synergy_HSA=1.62.